This data is from TCR-epitope binding with 47,182 pairs between 192 epitopes and 23,139 TCRs. The task is: Binary Classification. Given a T-cell receptor sequence (or CDR3 region) and an epitope sequence, predict whether binding occurs between them. The epitope is LPAADLDDF. The TCR CDR3 sequence is CATSEVFTDTQYF. Result: 0 (the TCR does not bind to the epitope).